The task is: Predict the reactants needed to synthesize the given product.. This data is from Full USPTO retrosynthesis dataset with 1.9M reactions from patents (1976-2016). (1) Given the product [Br:1][C:2]1[CH:3]=[CH:4][C:5]2[N:12]3[C:24]4[CH:23]=[CH:22][CH:21]=[CH:20][C:19]=4[C:18]4[CH:17]=[CH:16][CH:15]=[C:14]([C:8]([CH3:10])([CH3:9])[C:6]=2[CH:7]=1)[C:13]3=4, predict the reactants needed to synthesize it. The reactants are: [Br:1][C:2]1[CH:3]=[CH:4][C:5]([N:12]2[C:24]3[CH:23]=[CH:22][CH:21]=[CH:20][C:19]=3[C:18]3[C:13]2=[CH:14][CH:15]=[CH:16][CH:17]=3)=[C:6]([C:8](O)([CH3:10])[CH3:9])[CH:7]=1.CS(O)(=O)=O.O. (2) Given the product [Br-:13].[F:1][C:2]1[CH:3]=[CH:4][C:5]([N+:8]2[CH:12]=[CH:11][N:10]([CH2:14][CH2:15][CH3:16])[CH:9]=2)=[CH:6][CH:7]=1, predict the reactants needed to synthesize it. The reactants are: [F:1][C:2]1[CH:7]=[CH:6][C:5]([N:8]2[CH:12]=[CH:11][N:10]=[CH:9]2)=[CH:4][CH:3]=1.[Br:13][CH2:14][CH2:15][CH3:16]. (3) Given the product [F:55][C:56]1[CH:61]=[CH:60][C:59]([N:62]2[CH2:63][CH2:64][N:65]([C:39]([CH:35]3[CH2:34][CH2:33][C:32]4[C:37](=[CH:38][C:29]([CH3:28])=[CH:30][CH:31]=4)[NH:36]3)=[O:41])[CH2:66][CH2:67]2)=[C:58]([O:68][CH3:69])[CH:57]=1, predict the reactants needed to synthesize it. The reactants are: N1C2C(=C(N3CCN(C(C4CCC5C(=CC=CC=5)N4)=O)CC3)C=CC=2)C=C1.[CH3:28][C:29]1[CH:38]=[C:37]2[C:32]([CH2:33][CH2:34][CH:35]([C:39]([OH:41])=O)[NH:36]2)=[CH:31][CH:30]=1.N1C2C(=CC=CC=2)CCC1C(O)=O.[F:55][C:56]1[CH:61]=[CH:60][C:59]([N:62]2[CH2:67][CH2:66][NH:65][CH2:64][CH2:63]2)=[C:58]([O:68][CH3:69])[CH:57]=1. (4) The reactants are: N1[C:9]2[C:4](=[CH:5][CH:6]=[CH:7][CH:8]=2)[C:3]([CH2:10][C@@H:11]([NH:15][S:16]([C:19]2[CH:24]=[CH:23][C:22]([N:25]3[CH2:30][CH2:29][CH:28]([C:31]4[CH:36]=[CH:35][CH:34]=[CH:33][CH:32]=4)[CH2:27][CH2:26]3)=[CH:21][CH:20]=2)(=[O:18])=[O:17])[C:12]([OH:14])=[O:13])=C1.[Na][Na]. Given the product [C:4]1([CH2:3][CH2:10][C@H:11]([NH:15][S:16]([C:19]2[CH:24]=[CH:23][C:22]([N:25]3[CH2:26][CH2:27][CH:28]([C:31]4[CH:36]=[CH:35][CH:34]=[CH:33][CH:32]=4)[CH2:29][CH2:30]3)=[CH:21][CH:20]=2)(=[O:17])=[O:18])[C:12]([OH:14])=[O:13])[CH:9]=[CH:8][CH:7]=[CH:6][CH:5]=1, predict the reactants needed to synthesize it. (5) Given the product [CH:27]1([N:32]2[C:5]([C:7]3[C:12](=[O:13])[CH:11]=[CH:10][N:9]([C:14]4[CH:15]=[CH:16][C:17]([N:20]5[CH2:21][CH2:22][O:23][CH2:24][CH2:25]5)=[CH:18][CH:19]=4)[N:8]=3)=[CH:4][CH:3]=[N:2]2)[CH2:31][CH2:30][CH2:29][CH2:28]1, predict the reactants needed to synthesize it. The reactants are: C[N:2](C)[CH:3]=[CH:4][C:5]([C:7]1[C:12](=[O:13])[CH:11]=[CH:10][N:9]([C:14]2[CH:19]=[CH:18][C:17]([N:20]3[CH2:25][CH2:24][O:23][CH2:22][CH2:21]3)=[CH:16][CH:15]=2)[N:8]=1)=O.[CH:27]1([NH:32]N)[CH2:31][CH2:30][CH2:29][CH2:28]1. (6) Given the product [CH3:35][O:36][C:37]1[CH:42]=[CH:41][CH:40]=[CH:39][C:38]=1[C:2]1[CH:33]=[CH:32][C:5]([C:6]([N:8]2[C:14]3[CH:15]=[CH:16][CH:17]=[CH:18][C:13]=3[CH2:12][N:11]3[C:19]([C:22]([NH:24][CH2:25][C:26]4[CH:27]=[N:28][CH:29]=[CH:30][CH:31]=4)=[O:23])=[CH:20][CH:21]=[C:10]3[CH2:9]2)=[O:7])=[CH:4][C:3]=1[CH3:34], predict the reactants needed to synthesize it. The reactants are: I[C:2]1[CH:33]=[CH:32][C:5]([C:6]([N:8]2[C:14]3[CH:15]=[CH:16][CH:17]=[CH:18][C:13]=3[CH2:12][N:11]3[C:19]([C:22]([NH:24][CH2:25][C:26]4[CH:27]=[N:28][CH:29]=[CH:30][CH:31]=4)=[O:23])=[CH:20][CH:21]=[C:10]3[CH2:9]2)=[O:7])=[CH:4][C:3]=1[CH3:34].[CH3:35][O:36][C:37]1[CH:42]=[CH:41][CH:40]=[CH:39][C:38]=1B(O)O.C(=O)([O-])[O-].[Na+].[Na+]. (7) Given the product [C:1]([Si:5]([CH3:12])([CH3:13])[O:6][CH2:7][CH2:8][CH2:9][S:10]([CH3:11])=[O:14])([CH3:4])([CH3:3])[CH3:2], predict the reactants needed to synthesize it. The reactants are: [C:1]([Si:5]([CH3:13])([CH3:12])[O:6][CH2:7][CH2:8][CH2:9][S:10][CH3:11])([CH3:4])([CH3:3])[CH3:2].[O-:14]I(=O)(=O)=O.[Na+]. (8) Given the product [N+:13]([C:10]1[CH:9]=[CH:8][C:7]2[NH:1][C:2](=[O:12])[CH2:3][CH2:4][CH2:5][C:6]=2[CH:11]=1)([O-:15])=[O:14], predict the reactants needed to synthesize it. The reactants are: [NH:1]1[C:7]2[CH:8]=[CH:9][CH:10]=[CH:11][C:6]=2[CH2:5][CH2:4][CH2:3][C:2]1=[O:12].[N+:13]([O-])([OH:15])=[O:14].S(=O)(=O)(O)O.